Dataset: Full USPTO retrosynthesis dataset with 1.9M reactions from patents (1976-2016). Task: Predict the reactants needed to synthesize the given product. Given the product [CH3:17][S:18][C:19]1[CH:26]=[CH:25][C:22]([CH2:23][N:1]2[CH2:5][CH2:4][C@@H:3]([NH:6][C:7]3[C:8]4[CH:9]=[CH:10][N:11]=[CH:12][C:13]=4[CH:14]=[CH:15][CH:16]=3)[CH2:2]2)=[CH:21][CH:20]=1, predict the reactants needed to synthesize it. The reactants are: [NH:1]1[CH2:5][CH2:4][C@@H:3]([NH:6][C:7]2[C:8]3[CH:9]=[CH:10][N:11]=[CH:12][C:13]=3[CH:14]=[CH:15][CH:16]=2)[CH2:2]1.[CH3:17][S:18][C:19]1[CH:26]=[CH:25][C:22]([CH:23]=O)=[CH:21][CH:20]=1.